From a dataset of Full USPTO retrosynthesis dataset with 1.9M reactions from patents (1976-2016). Predict the reactants needed to synthesize the given product. (1) Given the product [F:1][C:2]1[CH:3]=[C:4]([C:12]([C:22]2[CH:27]=[CH:26][C:25]([F:28])=[CH:24][CH:23]=2)([NH2:20])[CH2:13][C:14]2[CH:15]=[CH:16][CH:17]=[CH:18][CH:19]=2)[CH:5]=[C:6]([C:8]([F:10])([F:11])[F:9])[CH:7]=1, predict the reactants needed to synthesize it. The reactants are: [F:1][C:2]1[CH:7]=[C:6]([C:8]([F:11])([F:10])[F:9])[CH:5]=[C:4]([C:12]([C:22]2[CH:27]=[CH:26][C:25]([F:28])=[CH:24][CH:23]=2)([N+:20]#[C-])[CH2:13][C:14]2[CH:19]=[CH:18][CH:17]=[CH:16][CH:15]=2)[CH:3]=1.Cl. (2) Given the product [OH:8][CH2:9][C@@H:10]([NH:19][C:20]1[C:21]2[CH2:29][N:28]([C:30]3[CH:37]=[CH:36][C:35]([CH3:38])=[CH:34][C:31]=3[C:32]#[N:33])[CH2:27][CH2:26][C:22]=2[N:23]=[CH:24][N:25]=1)[C:11]1[CH:16]=[N:15][C:14]([O:17][CH3:18])=[N:13][CH:12]=1, predict the reactants needed to synthesize it. The reactants are: [Si]([O:8][CH2:9][C@@H:10]([NH:19][C:20]1[C:21]2[CH2:29][N:28]([C:30]3[CH:37]=[CH:36][C:35]([CH3:38])=[CH:34][C:31]=3[C:32]#[N:33])[CH2:27][CH2:26][C:22]=2[N:23]=[CH:24][N:25]=1)[C:11]1[CH:12]=[N:13][C:14]([O:17][CH3:18])=[N:15][CH:16]=1)(C(C)(C)C)(C)C.CCCC[N+](CCCC)(CCCC)CCCC.[F-].O.CCOC(C)=O.